From a dataset of Peptide-MHC class I binding affinity with 185,985 pairs from IEDB/IMGT. Regression. Given a peptide amino acid sequence and an MHC pseudo amino acid sequence, predict their binding affinity value. This is MHC class I binding data. (1) The peptide sequence is YVIRDLAAM. The MHC is HLA-C15:02 with pseudo-sequence HLA-C15:02. The binding affinity (normalized) is 0.481. (2) The binding affinity (normalized) is 0.703. The peptide sequence is WAKAHWRAL. The MHC is HLA-B07:02 with pseudo-sequence HLA-B07:02. (3) The peptide sequence is GEGGGNSSW. The MHC is Mamu-B17 with pseudo-sequence Mamu-B17. The binding affinity (normalized) is 0.154. (4) The peptide sequence is KLGGGQYGVE. The MHC is HLA-A02:01 with pseudo-sequence HLA-A02:01. The binding affinity (normalized) is 0.0993. (5) The peptide sequence is RPMTFKAAV. The MHC is HLA-B15:03 with pseudo-sequence HLA-B15:03. The binding affinity (normalized) is 0.0884. (6) The peptide sequence is YHDPANWPL. The MHC is HLA-B15:01 with pseudo-sequence HLA-B15:01. The binding affinity (normalized) is 0.0847. (7) The peptide sequence is RVFDKADGK. The MHC is HLA-B08:02 with pseudo-sequence HLA-B08:02. The binding affinity (normalized) is 0.0847. (8) The peptide sequence is SFLHWFHHL. The MHC is HLA-C15:02 with pseudo-sequence HLA-C15:02. The binding affinity (normalized) is 0.0847. (9) The peptide sequence is KSLFNTIAVLY. The MHC is HLA-A30:01 with pseudo-sequence HLA-A30:01. The binding affinity (normalized) is 0.334. (10) The peptide sequence is IRKPKHLYV. The MHC is HLA-A02:06 with pseudo-sequence HLA-A02:06. The binding affinity (normalized) is 0.0847.